This data is from Forward reaction prediction with 1.9M reactions from USPTO patents (1976-2016). The task is: Predict the product of the given reaction. Given the reactants [OH:1][C:2]1[CH:10]=[CH:9][C:5]([C:6]([OH:8])=[O:7])=[CH:4][CH:3]=1.[OH-].[K+].[C:13](Cl)(=[O:22])[CH2:14][CH2:15][CH2:16][CH2:17][CH2:18][CH2:19][CH2:20][CH3:21].Cl, predict the reaction product. The product is: [C:13]([O:1][C:2]1[CH:10]=[CH:9][C:5]([C:6]([OH:8])=[O:7])=[CH:4][CH:3]=1)(=[O:22])[CH2:14][CH2:15][CH2:16][CH2:17][CH2:18][CH2:19][CH2:20][CH3:21].